From a dataset of Catalyst prediction with 721,799 reactions and 888 catalyst types from USPTO. Predict which catalyst facilitates the given reaction. (1) Reactant: C[O:2][C:3]([C:5]1[S:9][C:8]2[C:10]([Br:13])=[CH:11][S:12][C:7]=2[C:6]=1[O:14][CH2:15][C:16]([O:18]CC)=[O:17])=[O:4].[Li+].[OH-]. The catalyst class is: 20. Product: [Br:13][C:10]1[C:8]2[S:9][C:5]([C:3]([OH:4])=[O:2])=[C:6]([O:14][CH2:15][C:16]([OH:18])=[O:17])[C:7]=2[S:12][CH:11]=1. (2) Reactant: [O:1]=[C:2]1[N:6]([CH2:7][C:8]([OH:10])=O)[C:5]2[CH:11]=[CH:12][CH:13]=[CH:14][C:4]=2[N:3]1[C:15]1[CH:20]=[CH:19][CH:18]=[CH:17][N:16]=1.[NH2:21][C:22]1[CH:23]=[C:24]2[C:28](=[CH:29][C:30]=1[Cl:31])[CH2:27][C:26]1([C:35](=[O:36])[NH:34][C:33](=[O:37])[N:32]1[CH3:38])[CH2:25]2.C1CN([P+](ON2N=NC3C=CC=CC2=3)(N2CCCC2)N2CCCC2)CC1.F[P-](F)(F)(F)(F)F.C(N(CC)C(C)C)(C)C. Product: [Cl:31][C:30]1[CH:29]=[C:28]2[C:24]([CH2:25][C:26]3([C:35](=[O:36])[NH:34][C:33](=[O:37])[N:32]3[CH3:38])[CH2:27]2)=[CH:23][C:22]=1[NH:21][C:8](=[O:10])[CH2:7][N:6]1[C:5]2[CH:11]=[CH:12][CH:13]=[CH:14][C:4]=2[N:3]([C:15]2[CH:20]=[CH:19][CH:18]=[CH:17][N:16]=2)[C:2]1=[O:1]. The catalyst class is: 3. (3) Reactant: [CH:1]1[C:10]2[C:5](=[CH:6][CH:7]=[CH:8][CH:9]=2)[CH:4]=[CH:3][C:2]=1[C:11]1[N:12]=[C:13]([NH:16][C:17]2[N:26]=[CH:25][CH:24]=[CH:23][C:18]=2[C:19]([O:21]C)=[O:20])[S:14][CH:15]=1.[OH-].[Li+]. Product: [CH:1]1[C:10]2[C:5](=[CH:6][CH:7]=[CH:8][CH:9]=2)[CH:4]=[CH:3][C:2]=1[C:11]1[N:12]=[C:13]([NH:16][C:17]2[N:26]=[CH:25][CH:24]=[CH:23][C:18]=2[C:19]([OH:21])=[O:20])[S:14][CH:15]=1. The catalyst class is: 30. (4) The catalyst class is: 70. Product: [Cl:15][C:16]1[CH:21]=[C:20]([C:1]2[CH2:5][CH2:4][CH2:3][CH:2]=2)[CH:19]=[CH:18][N:17]=1. Reactant: [C:1]1(B2OC(C)(C)C(C)(C)O2)[CH2:5][CH2:4][CH2:3][CH:2]=1.[Cl:15][C:16]1[CH:21]=[C:20](I)[CH:19]=[CH:18][N:17]=1.C([O-])([O-])=O.[Na+].[Na+]. (5) Product: [F:1][C:2]1[CH:3]=[CH:4][C:5]([CH2:8][CH2:9][N:10]2[CH2:15][CH2:14][N:13]([C:16]3[CH:21]=[CH:20][C:19]4[C:22]5[CH2:23][NH:24][CH2:25][CH2:26][C:27]=5[O:28][C:18]=4[CH:17]=3)[C:12](=[O:36])[CH2:11]2)=[N:6][CH:7]=1. Reactant: [F:1][C:2]1[CH:3]=[CH:4][C:5]([CH2:8][CH2:9][N:10]2[CH2:15][CH2:14][N:13]([C:16]3[CH:21]=[CH:20][C:19]4[C:22]5[CH2:23][N:24](C(OC(C)(C)C)=O)[CH2:25][CH2:26][C:27]=5[O:28][C:18]=4[CH:17]=3)[C:12](=[O:36])[CH2:11]2)=[N:6][CH:7]=1.Cl. The catalyst class is: 275.